This data is from Catalyst prediction with 721,799 reactions and 888 catalyst types from USPTO. The task is: Predict which catalyst facilitates the given reaction. Reactant: [CH3:1][O:2][C:3]([C:5]1[CH:6]=[CH:7][C:8]2[CH:12]=[C:11]([C:13]([OH:15])=O)[S:10][C:9]=2[CH:16]=1)=[O:4].CCN=C=NCCCN(C)C.[CH:28]1[CH:29]=[CH:30][C:31]2[N:36](O)N=[N:34][C:32]=2[CH:33]=1.C1(N)C=CC=CC=1N. Product: [NH2:34][C:32]1[CH:33]=[CH:28][CH:29]=[CH:30][C:31]=1[NH:36][C:13]([C:11]1[S:10][C:9]2[CH:16]=[C:5]([C:3]([O:2][CH3:1])=[O:4])[CH:6]=[CH:7][C:8]=2[CH:12]=1)=[O:15]. The catalyst class is: 3.